Dataset: Reaction yield outcomes from USPTO patents with 853,638 reactions. Task: Predict the reaction yield, written as a fraction of the theoretical maximum amount of product (1.0 means a 100% yield; for example, 0.34 means a 34% yield). (1) The reactants are [F:1][C:2]([F:20])([F:19])[C:3]([NH:5][C:6]1([CH2:16][CH:17]=O)[CH2:15][CH2:14][C:9]2([O:13][CH2:12][CH2:11][O:10]2)[CH2:8][CH2:7]1)=[O:4].[Cl:21][C:22]1[CH:27]=[CH:26][C:25]([C@@H:28]([NH2:30])[CH3:29])=[CH:24][CH:23]=1. No catalyst specified. The product is [Cl:21][C:22]1[CH:27]=[CH:26][C:25]([C@@H:28]([NH:30][CH2:17][CH2:16][C:6]2([NH:5][C:3](=[O:4])[C:2]([F:19])([F:20])[F:1])[CH2:15][CH2:14][C:9]3([O:13][CH2:12][CH2:11][O:10]3)[CH2:8][CH2:7]2)[CH3:29])=[CH:24][CH:23]=1. The yield is 0.750. (2) The reactants are [N:1]1[C:9]2[CH:8]=[CH:7][N:6]=[CH:5][C:4]=2[N:3]([C:10]2[CH:16]=[CH:15][C:13]([NH2:14])=[CH:12][CH:11]=2)[CH:2]=1.[Cl:17][C:18]1[CH:23]=[CH:22][C:21]([N:24]=[C:25]=[O:26])=[CH:20][C:19]=1[C:27]([F:30])([F:29])[F:28]. The catalyst is ClCCl. The product is [Cl:17][C:18]1[CH:23]=[CH:22][C:21]([NH:24][C:25]([NH:14][C:13]2[CH:15]=[CH:16][C:10]([N:3]3[C:4]4[CH:5]=[N:6][CH:7]=[CH:8][C:9]=4[N:1]=[CH:2]3)=[CH:11][CH:12]=2)=[O:26])=[CH:20][C:19]=1[C:27]([F:28])([F:29])[F:30]. The yield is 0.730. (3) The reactants are Br[C:2]1[CH:11]=[C:10]2[C:5]([C:6]([NH:12][C:13]3[CH:14]=[C:15]([CH2:18][C:19]([NH:21][C:22]4[CH:27]=[CH:26][CH:25]=[C:24]([F:28])[CH:23]=4)=[O:20])[NH:16][N:17]=3)=[N:7][CH:8]=[N:9]2)=[CH:4][CH:3]=1.[CH3:29][O:30][C:31]([C:33]1[CH:38]=[CH:37][C:36](B(O)O)=[CH:35][CH:34]=1)=[O:32].[F-].[Cs+].C1OCCOCCOCCOCCOCCOC1. The catalyst is O1CCOCC1.O.[Cl-].[Na+].O.C1C=CC(P(C2C=CC=CC=2)[C-]2C=CC=C2)=CC=1.C1C=CC(P(C2C=CC=CC=2)[C-]2C=CC=C2)=CC=1.Cl[Pd]Cl.[Fe+2].CC(O)C.CCOC(C)=O. The product is [F:28][C:24]1[CH:23]=[C:22]([NH:21][C:19](=[O:20])[CH2:18][C:15]2[NH:16][N:17]=[C:13]([NH:12][C:6]3[C:5]4[C:10](=[CH:11][C:2]([C:36]5[CH:37]=[CH:38][C:33]([C:31]([O:30][CH3:29])=[O:32])=[CH:34][CH:35]=5)=[CH:3][CH:4]=4)[N:9]=[CH:8][N:7]=3)[CH:14]=2)[CH:27]=[CH:26][CH:25]=1. The yield is 0.580. (4) The reactants are Br[C:2]1[CH:3]=[C:4]2[C:8](=[CH:9][CH:10]=1)[N:7]([CH:11]1[CH2:16][CH2:15][CH2:14][CH2:13][O:12]1)[N:6]=[C:5]2[C:17]1[N:22]=[C:21]([O:23][C@H:24]2[CH2:31][N:30]([C:32]([O:34][C:35]([CH3:38])([CH3:37])[CH3:36])=[O:33])[CH2:29][CH2:28][C:25]32[CH2:27][CH2:26]3)[CH:20]=[N:19][CH:18]=1.[CH3:39][Si:40]([CH3:59])([CH3:58])[C:41]#[C:42][C:43]1[CH:48]=[CH:47][CH:46]=[CH:45][C:44]=1B1OC(C)(C)C(C)(C)O1.C(=O)([O-])[O-].[K+].[K+]. The catalyst is O1CCOCC1. The product is [O:12]1[CH2:13][CH2:14][CH2:15][CH2:16][CH:11]1[N:7]1[C:8]2[C:4](=[CH:3][C:2]([C:48]3[CH:47]=[CH:46][CH:45]=[CH:44][C:43]=3[C:42]#[C:41][Si:40]([CH3:39])([CH3:59])[CH3:58])=[CH:10][CH:9]=2)[C:5]([C:17]2[N:22]=[C:21]([O:23][C@H:24]3[CH2:31][N:30]([C:32]([O:34][C:35]([CH3:38])([CH3:36])[CH3:37])=[O:33])[CH2:29][CH2:28][C:25]43[CH2:26][CH2:27]4)[CH:20]=[N:19][CH:18]=2)=[N:6]1. The yield is 0.597.